From a dataset of Forward reaction prediction with 1.9M reactions from USPTO patents (1976-2016). Predict the product of the given reaction. (1) The product is: [Cl:20][C:21]1[C:22]2[C:28]3[C:29](=[CH:30][CH:31]=[CH:32][CH:33]=3)[C:34](=[O:36])[C:23]=2[CH:24]=[C:25]([CH3:27])[CH:26]=1. Given the reactants O=P12OP3(OP(OP(O3)(O1)=O)(=O)O2)=O.CS(O)(=O)=O.[Cl:20][C:21]1[CH:26]=[C:25]([CH3:27])[CH:24]=[CH:23][C:22]=1[C:28]1[C:29]([C:34]([OH:36])=O)=[CH:30][CH:31]=[CH:32][CH:33]=1, predict the reaction product. (2) Given the reactants C([N:4]1[C:12]2[C:7](=[CH:8][C:9]([F:16])=[C:10]([N+:13]([O-:15])=[O:14])[CH:11]=2)[CH2:6][CH2:5]1)(=O)C.Cl.O1CCOCC1, predict the reaction product. The product is: [F:16][C:9]1[CH:8]=[C:7]2[C:12](=[CH:11][C:10]=1[N+:13]([O-:15])=[O:14])[NH:4][CH2:5][CH2:6]2. (3) Given the reactants [Cl:1][C:2]1[CH:10]=[CH:9][C:8]([C:11]2[N:12]([C:22]([O:24][C:25]([CH3:28])([CH3:27])[CH3:26])=[O:23])[C:13]3[C:18]([CH:19]=2)=[CH:17][C:16]([CH:20]=O)=[CH:15][CH:14]=3)=[C:7]2[C:3]=1[CH2:4][NH:5][C:6]2=[O:29].[NH2:30][CH2:31][CH2:32][OH:33].C(O)(=O)C.C(O[BH-](OC(=O)C)OC(=O)C)(=O)C.[Na+], predict the reaction product. The product is: [Cl:1][C:2]1[CH:10]=[CH:9][C:8]([C:11]2[N:12]([C:22]([O:24][C:25]([CH3:27])([CH3:26])[CH3:28])=[O:23])[C:13]3[C:18]([CH:19]=2)=[CH:17][C:16]([CH2:20][NH:30][CH2:31][CH2:32][OH:33])=[CH:15][CH:14]=3)=[C:7]2[C:3]=1[CH2:4][NH:5][C:6]2=[O:29]. (4) Given the reactants [C:1]([NH:8][C@H:9]([C:17]([OH:19])=O)[CH2:10][C:11]1[CH:16]=[CH:15][N:14]=[CH:13][CH:12]=1)([O:3][C:4]([CH3:7])([CH3:6])[CH3:5])=[O:2].[NH:20]1[CH2:25][CH2:24][O:23][CH2:22][CH2:21]1.CCN(C(C)C)C(C)C.CN(C(ON1N=NC2C=CC=CC1=2)=[N+](C)C)C.[B-](F)(F)(F)F, predict the reaction product. The product is: [N:20]1([C:17](=[O:19])[C@@H:9]([NH:8][C:1](=[O:2])[O:3][C:4]([CH3:5])([CH3:6])[CH3:7])[CH2:10][C:11]2[CH:12]=[CH:13][N:14]=[CH:15][CH:16]=2)[CH2:25][CH2:24][O:23][CH2:22][CH2:21]1. (5) Given the reactants C(=O)(OC)O[CH2:3]/[CH:4]=[CH:5]/[C:6]1[CH:11]=[CH:10][CH:9]=[CH:8][CH:7]=1.[CH3:15][O:16][CH2:17][CH2:18][NH2:19], predict the reaction product. The product is: [CH3:15][O:16][CH2:17][CH2:18][NH:19][C@H:5]([C:6]1[CH:7]=[CH:8][CH:9]=[CH:10][CH:11]=1)[CH:4]=[CH2:3]. (6) The product is: [Br:1][C:2]1[CH:3]=[C:4]([C:9]2[C:13]([CH2:14][OH:15])=[CH:12][O:11][N:10]=2)[CH:5]=[CH:6][C:7]=1[F:8]. Given the reactants [Br:1][C:2]1[CH:3]=[C:4]([C:9]2[C:13]([C:14](OCC)=[O:15])=[CH:12][O:11][N:10]=2)[CH:5]=[CH:6][C:7]=1[F:8].[H-].C([Al+]CC(C)C)C(C)C.Cl, predict the reaction product. (7) Given the reactants [CH2:1]([C:8]1[CH:9]=[N:10][C:11]2[C:16]([C:17]=1[C:18]1[CH:19]=[C:20]([NH2:24])[CH:21]=[CH:22][CH:23]=1)=[CH:15][CH:14]=[CH:13][C:12]=2[C:25]([F:28])([F:27])[F:26])[C:2]1[CH:7]=[CH:6][CH:5]=[CH:4][CH:3]=1.[CH3:29][O:30][C:31]1[C:38]([O:39][CH3:40])=[CH:37][CH:36]=[CH:35][C:32]=1[CH:33]=O, predict the reaction product. The product is: [CH2:1]([C:8]1[CH:9]=[N:10][C:11]2[C:16]([C:17]=1[C:18]1[CH:19]=[C:20]([NH:24][CH2:33][C:32]3[CH:35]=[CH:36][CH:37]=[C:38]([O:39][CH3:40])[C:31]=3[O:30][CH3:29])[CH:21]=[CH:22][CH:23]=1)=[CH:15][CH:14]=[CH:13][C:12]=2[C:25]([F:28])([F:26])[F:27])[C:2]1[CH:3]=[CH:4][CH:5]=[CH:6][CH:7]=1. (8) The product is: [CH2:16]([NH:19][C:6]([CH:1]1[CH2:2][CH:3]=[CH:4][CH2:5]1)=[O:8])[CH2:17][CH3:18]. Given the reactants [CH:1]1([C:6]([O:8]N2C(=O)CCC2=O)=O)[CH2:5][CH:4]=[CH:3][CH2:2]1.[CH2:16]([NH2:19])[CH2:17][CH3:18], predict the reaction product. (9) Given the reactants [Cl:1][C:2]1[CH:3]=[C:4]([C:10]2([C:26]([F:29])([F:28])[F:27])[O:14][N:13]=[C:12]([C:15]3[S:19][C:18]([C:20](O)=[O:21])=[C:17]4[CH2:23][CH2:24][CH2:25][C:16]=34)[CH2:11]2)[CH:5]=[C:6]([Cl:9])[C:7]=1[F:8].C(N(CC)CC)C.Cl.[CH3:38][O:39][C:40](=[O:43])[CH2:41][NH2:42].CN(C(ON1N=NC2C=CC=NC1=2)=[N+](C)C)C.F[P-](F)(F)(F)(F)F, predict the reaction product. The product is: [CH3:38][O:39][C:40](=[O:43])[CH2:41][NH:42][C:20]([C:18]1[S:19][C:15]([C:12]2[CH2:11][C:10]([C:4]3[CH:3]=[C:2]([Cl:1])[C:7]([F:8])=[C:6]([Cl:9])[CH:5]=3)([C:26]([F:28])([F:27])[F:29])[O:14][N:13]=2)=[C:16]2[CH2:25][CH2:24][CH2:23][C:17]=12)=[O:21].